Dataset: Kinase inhibitor binding affinity data with 442 proteins and 68 drugs (Kd values). Task: Regression. Given a target protein amino acid sequence and a drug SMILES string, predict the binding affinity score between them. We predict pKd (pKd = -log10(Kd in M); higher means stronger binding). Dataset: davis. The compound is O=C(O)c1ccc(Nc2ncc3c(n2)-c2ccc(Cl)cc2C(c2c(F)cccc2F)=NC3)cc1. The target protein (NEK1) has sequence MEKYVRLQKIGEGSFGKAILVKSTEDGRQYVIKEINISRMSSKEREESRREVAVLANMKHPNIVQYRESFEENGSLYIVMDYCEGGDLFKRINAQKGVLFQEDQILDWFVQICLALKHVHDRKILHRDIKSQNIFLTKDGTVQLGDFGIARVLNSTVELARTCIGTPYYLSPEICENKPYNNKSDIWALGCVLYELCTLKHAFEAGSMKNLVLKIISGSFPPVSLHYSYDLRSLVSQLFKRNPRDRPSVNSILEKGFIAKRIEKFLSPQLIAEEFCLKTFSKFGSQPIPAKRPASGQNSISVMPAQKITKPAAKYGIPLAYKKYGDKKLHEKKPLQKHKQAHQTPEKRVNTGEERRKISEEAARKRRLEFIEKEKKQKDQIISLMKAEQMKRQEKERLERINRAREQGWRNVLSAGGSGEVKAPFLGSGGTIAPSSFSSRGQYEHYHAIFDQMQQQRAEDNEAKWKREIYGRGLPERGILPGVRPGFPYGAAGHHHFPDA.... The pKd is 5.0.